Task: Predict the product of the given reaction.. Dataset: Forward reaction prediction with 1.9M reactions from USPTO patents (1976-2016) (1) Given the reactants [C:1](Cl)(=[O:10])[C:2]1[CH:7]=[CH:6][CH:5]=[C:4]([O:8][CH3:9])[CH:3]=1.[NH2:12][C@@H:13]([CH2:17][CH2:18][CH:19]1[CH2:24][CH2:23][CH2:22][CH2:21][CH2:20]1)[C:14]([OH:16])=O.[CH2:25]([CH2:27][NH2:28])O.[CH3:29][O:30][C:31]1[CH:32]=[C:33]2[C:37](=[CH:38][CH:39]=1)[NH:36][CH2:35][CH2:34]2, predict the reaction product. The product is: [CH:19]1([CH2:18][CH2:17][C@H:13]([NH:12][C:1](=[O:10])[C:2]2[CH:7]=[CH:6][CH:5]=[C:4]([O:8][CH3:9])[CH:3]=2)[C:14](=[O:16])[NH:28][CH2:27][CH2:25][N:36]2[C:37]3[C:33](=[CH:32][C:31]([O:30][CH3:29])=[CH:39][CH:38]=3)[CH2:34][CH2:35]2)[CH2:24][CH2:23][CH2:22][CH2:21][CH2:20]1. (2) Given the reactants [Br:1][C:2]1[CH:3]=[CH:4][C:5]2[O:14][CH2:13][CH2:12][C:11]3[CH:10]=[C:9]([C:15]([NH2:17])=O)[S:8][C:7]=3[C:6]=2[CH:18]=1.CO[CH:21](OC)[N:22](C)C.C1(C)C=CC=CC=1.Cl.[F:35][C:36]1[CH:41]=[C:40]([F:42])[CH:39]=[CH:38][C:37]=1[NH:43]N, predict the reaction product. The product is: [Br:1][C:2]1[CH:3]=[CH:4][C:5]2[O:14][CH2:13][CH2:12][C:11]3[CH:10]=[C:9]([C:15]4[N:43]([C:37]5[CH:38]=[CH:39][C:40]([F:42])=[CH:41][C:36]=5[F:35])[CH:21]=[N:22][N:17]=4)[S:8][C:7]=3[C:6]=2[CH:18]=1. (3) Given the reactants [F:1][C:2]1[CH:3]=[C:4]([O:11][CH3:12])[CH:5]=[C:6]([N+:8]([O-])=O)[CH:7]=1.[Cl-].[NH4+], predict the reaction product. The product is: [F:1][C:2]1[CH:7]=[C:6]([CH:5]=[C:4]([O:11][CH3:12])[CH:3]=1)[NH2:8]. (4) The product is: [C:8]1([CH:14]([CH3:18])[C:15]([O:17][CH3:1])=[O:16])[CH:13]=[CH:12][CH:11]=[CH:10][CH:9]=1. Given the reactants [CH3:1][Si](C=[N+]=[N-])(C)C.[C:8]1([CH:14]([CH3:18])[C:15]([OH:17])=[O:16])[CH:13]=[CH:12][CH:11]=[CH:10][CH:9]=1, predict the reaction product.